From a dataset of Forward reaction prediction with 1.9M reactions from USPTO patents (1976-2016). Predict the product of the given reaction. (1) The product is: [Cl:25][C:22]1[CH:21]=[CH:20][C:19]([CH2:18][C:9]2[C:10]([CH3:17])=[N:11][C:12]3[C:7]([C:8]=2[CH3:26])=[C:6]([O:5][CH2:4][C:3]([OH:27])=[O:2])[CH:15]=[C:14]([CH3:16])[CH:13]=3)=[CH:24][CH:23]=1. Given the reactants C[O:2][C:3](=[O:27])[CH2:4][O:5][C:6]1[CH:15]=[C:14]([CH3:16])[CH:13]=[C:12]2[C:7]=1[C:8]([CH3:26])=[C:9]([CH2:18][C:19]1[CH:24]=[CH:23][C:22]([Cl:25])=[CH:21][CH:20]=1)[C:10]([CH3:17])=[N:11]2.C(#N)C.[OH-].[Li+], predict the reaction product. (2) The product is: [Br:15][C:16]1[C:17]([O:12][CH2:11][C@H:9]2[CH2:10][C@@H:8]2[C:5]2[CH:4]=[CH:3][C:2]([CH3:1])=[CH:7][N:6]=2)=[N:18][C:19]([CH3:22])=[N:20][CH:21]=1. Given the reactants [CH3:1][C:2]1[CH:3]=[CH:4][C:5]([C@H:8]2[CH2:10][C@@H:9]2[CH2:11][OH:12])=[N:6][CH:7]=1.[H-].[Na+].[Br:15][C:16]1[C:17](Cl)=[N:18][C:19]([CH3:22])=[N:20][CH:21]=1.C(=O)(O)[O-].[Na+], predict the reaction product. (3) Given the reactants FC(F)(F)C(O)=O.[NH2:8][C@@H:9]([CH2:16][CH2:17][C:18]1[CH:23]=[CH:22][CH:21]=[CH:20][CH:19]=1)/[CH:10]=[CH:11]/[C:12]([O:14][CH3:15])=[O:13].[C:24]([O:28][C:29]([NH:31][C@H:32]([C:34](O)=[O:35])[CH3:33])=[O:30])([CH3:27])([CH3:26])[CH3:25].CCN=C=NCCCN(C)C.C1C=CC2N(O)N=NC=2C=1.CN1CCOCC1, predict the reaction product. The product is: [CH3:26][C:24]([O:28][C:29]([NH:31][C@H:32]([C:34]([NH:8][C@@H:9]([CH2:16][CH2:17][C:18]1[CH:19]=[CH:20][CH:21]=[CH:22][CH:23]=1)/[CH:10]=[CH:11]/[C:12]([O:14][CH3:15])=[O:13])=[O:35])[CH3:33])=[O:30])([CH3:25])[CH3:27]. (4) Given the reactants Br[CH2:2][CH2:3][CH2:4]/[CH:5]=[CH:6]/[C:7]1[CH:12]=[C:11]([O:13][CH3:14])[C:10]([O:15][CH3:16])=[C:9]([O:17][CH3:18])[CH:8]=1.[NH:19]1[CH2:25][CH2:24][CH2:23][NH:22][CH2:21][CH2:20]1, predict the reaction product. The product is: [CH3:18][O:17][C:9]1[CH:8]=[C:7](/[CH:6]=[CH:5]/[CH2:4][CH2:3][CH2:2][N:19]2[CH2:25][CH2:24][CH2:23][NH:22][CH2:21][CH2:20]2)[CH:12]=[C:11]([O:13][CH3:14])[C:10]=1[O:15][CH3:16]. (5) Given the reactants [Br:1]N1C(=O)CCC1=O.CN(C=O)C.[NH2:14][C:15]1[N:20]=[C:19]([NH:21][C@H:22]2[CH2:27][CH2:26][CH2:25][CH2:24][C@H:23]2[NH:28][C:29](=[O:35])[O:30][C:31]([CH3:34])([CH3:33])[CH3:32])[CH:18]=[CH:17][C:16]=1[C:36]([NH:38][C:39]([C:42]1[CH:47]=[CH:46][CH:45]=[CH:44][CH:43]=1)([CH3:41])[CH3:40])=[O:37].O, predict the reaction product. The product is: [NH2:14][C:15]1[N:20]=[C:19]([NH:21][C@H:22]2[CH2:27][CH2:26][CH2:25][CH2:24][C@H:23]2[NH:28][C:29](=[O:35])[O:30][C:31]([CH3:34])([CH3:33])[CH3:32])[C:18]([Br:1])=[CH:17][C:16]=1[C:36]([NH:38][C:39]([C:42]1[CH:47]=[CH:46][CH:45]=[CH:44][CH:43]=1)([CH3:40])[CH3:41])=[O:37]. (6) Given the reactants [OH:1][CH2:2][CH2:3][CH2:4][O:5][C:6]1[CH:11]=[CH:10][C:9]([CH2:12][C@H:13]([O:17][CH3:18])[C:14]([OH:16])=[O:15])=[CH:8][CH:7]=1.[C:19]([C:28]1[CH:33]=[CH:32][C:31](O)=[CH:30][CH:29]=1)([C:22]1[CH:27]=[CH:26][CH:25]=[CH:24][CH:23]=1)([CH3:21])[CH3:20], predict the reaction product. The product is: [CH3:18][O:17][C@@H:13]([CH2:12][C:9]1[CH:10]=[CH:11][C:6]([O:5][CH2:4][CH2:3][CH2:2][O:1][C:31]2[CH:32]=[CH:33][C:28]([C:19]([CH3:21])([C:22]3[CH:27]=[CH:26][CH:25]=[CH:24][CH:23]=3)[CH3:20])=[CH:29][CH:30]=2)=[CH:7][CH:8]=1)[C:14]([OH:16])=[O:15]. (7) Given the reactants [Cl:1][C:2]1[CH:9]=[CH:8][C:5]([CH:6]=O)=[CH:4][CH:3]=1.Cl.[NH2:11][OH:12].N1C=CC=CC=1, predict the reaction product. The product is: [Cl:1][C:2]1[CH:9]=[CH:8][C:5]([CH:6]=[N:11][OH:12])=[CH:4][CH:3]=1. (8) Given the reactants Cl[C:2]1[C:11]2[C:6](=[CH:7][C:8]([O:14][CH3:15])=[C:9]([O:12][CH3:13])[CH:10]=2)[N:5]=[CH:4][N:3]=1.[F:16][C:17]1[C:22](B(O)O)=[CH:21][CH:20]=[CH:19][N:18]=1.C([O-])(O)=O.[Na+], predict the reaction product. The product is: [F:16][C:17]1[C:22]([C:2]2[C:11]3[C:6](=[CH:7][C:8]([O:14][CH3:15])=[C:9]([O:12][CH3:13])[CH:10]=3)[N:5]=[CH:4][N:3]=2)=[CH:21][CH:20]=[CH:19][N:18]=1. (9) Given the reactants [I:1][C:2]1[CH:7]=[CH:6][N:5]2[N:8]=[CH:9][C:10]([C:11]([O:13]CC)=[O:12])=[C:4]2[CH:3]=1.[OH-].[K+].CCO.C(O)(=O)C, predict the reaction product. The product is: [I:1][C:2]1[CH:7]=[CH:6][N:5]2[N:8]=[CH:9][C:10]([C:11]([OH:13])=[O:12])=[C:4]2[CH:3]=1.